This data is from NCI-60 drug combinations with 297,098 pairs across 59 cell lines. The task is: Regression. Given two drug SMILES strings and cell line genomic features, predict the synergy score measuring deviation from expected non-interaction effect. (1) Drug 1: CS(=O)(=O)CCNCC1=CC=C(O1)C2=CC3=C(C=C2)N=CN=C3NC4=CC(=C(C=C4)OCC5=CC(=CC=C5)F)Cl. Drug 2: CC1C(C(CC(O1)OC2CC(CC3=C2C(=C4C(=C3O)C(=O)C5=C(C4=O)C(=CC=C5)OC)O)(C(=O)CO)O)N)O.Cl. Cell line: MDA-MB-231. Synergy scores: CSS=26.4, Synergy_ZIP=-3.55, Synergy_Bliss=-2.80, Synergy_Loewe=-24.3, Synergy_HSA=-2.28. (2) Drug 1: C1=NC2=C(N1)C(=S)N=C(N2)N. Drug 2: CCCCC(=O)OCC(=O)C1(CC(C2=C(C1)C(=C3C(=C2O)C(=O)C4=C(C3=O)C=CC=C4OC)O)OC5CC(C(C(O5)C)O)NC(=O)C(F)(F)F)O. Cell line: SF-539. Synergy scores: CSS=26.4, Synergy_ZIP=-0.915, Synergy_Bliss=-1.03, Synergy_Loewe=0.408, Synergy_HSA=0.750. (3) Drug 1: C1C(C(OC1N2C=NC3=C(N=C(N=C32)Cl)N)CO)O. Drug 2: CCC1(C2=C(COC1=O)C(=O)N3CC4=CC5=C(C=CC(=C5CN(C)C)O)N=C4C3=C2)O.Cl. Cell line: HS 578T. Synergy scores: CSS=4.36, Synergy_ZIP=-7.44, Synergy_Bliss=-7.91, Synergy_Loewe=-7.74, Synergy_HSA=-5.32. (4) Drug 1: CC1=CC2C(CCC3(C2CCC3(C(=O)C)OC(=O)C)C)C4(C1=CC(=O)CC4)C. Drug 2: CS(=O)(=O)CCNCC1=CC=C(O1)C2=CC3=C(C=C2)N=CN=C3NC4=CC(=C(C=C4)OCC5=CC(=CC=C5)F)Cl. Cell line: SW-620. Synergy scores: CSS=0.502, Synergy_ZIP=3.61, Synergy_Bliss=9.04, Synergy_Loewe=4.07, Synergy_HSA=4.46. (5) Drug 1: CC1C(C(CC(O1)OC2CC(CC3=C2C(=C4C(=C3O)C(=O)C5=C(C4=O)C(=CC=C5)OC)O)(C(=O)C)O)N)O.Cl. Drug 2: CN(CCCl)CCCl.Cl. Cell line: NCI-H522. Synergy scores: CSS=13.0, Synergy_ZIP=-9.02, Synergy_Bliss=-4.42, Synergy_Loewe=-5.12, Synergy_HSA=-2.26. (6) Drug 1: C1C(C(OC1N2C=C(C(=O)NC2=O)F)CO)O. Drug 2: CS(=O)(=O)CCNCC1=CC=C(O1)C2=CC3=C(C=C2)N=CN=C3NC4=CC(=C(C=C4)OCC5=CC(=CC=C5)F)Cl. Cell line: K-562. Synergy scores: CSS=5.80, Synergy_ZIP=4.84, Synergy_Bliss=12.8, Synergy_Loewe=-13.2, Synergy_HSA=3.86.